From a dataset of Forward reaction prediction with 1.9M reactions from USPTO patents (1976-2016). Predict the product of the given reaction. (1) Given the reactants [CH3:1][C@H:2]1[O:7][C@@H:6]([CH3:8])[CH2:5][N:4]([C:9]2[C:16]([F:17])=[C:15]([F:18])[C:14]([C:19]#[CH:20])=[CH:13][C:10]=2[CH:11]=[O:12])[CH2:3]1.Br[C:22]1[N:23]=[CH:24][N:25]([CH3:27])[CH:26]=1, predict the reaction product. The product is: [CH3:1][C@H:2]1[O:7][C@@H:6]([CH3:8])[CH2:5][N:4]([C:9]2[C:16]([F:17])=[C:15]([F:18])[C:14]([C:19]#[C:20][C:22]3[N:23]=[CH:24][N:25]([CH3:27])[CH:26]=3)=[CH:13][C:10]=2[CH:11]=[O:12])[CH2:3]1. (2) The product is: [CH:21]1[C:22]2[CH:10]([CH2:9][O:8][C:7]([NH:1][CH2:2][CH2:3][C:4]([OH:6])=[O:5])=[O:23])[C:11]3[C:16](=[CH:15][CH:14]=[CH:13][CH:12]=3)[C:17]=2[CH:18]=[CH:19][CH:20]=1. Given the reactants [NH2:1][CH2:2][CH2:3][C:4]([OH:6])=[O:5].[C:7](Cl)(=[O:23])[O:8][CH2:9][CH:10]1[C:22]2[CH:21]=[CH:20][CH:19]=[CH:18][C:17]=2[C:16]2[C:11]1=[CH:12][CH:13]=[CH:14][CH:15]=2.O, predict the reaction product. (3) Given the reactants [CH3:1][N:2]([CH3:7])[CH2:3][CH2:4][CH2:5][OH:6].[H-].[Na+].[Br:10][C:11]1[CH:12]=[N:13][C:14](Cl)=[N:15][CH:16]=1.[Cl-].[NH4+], predict the reaction product. The product is: [Br:10][C:11]1[CH:12]=[N:13][C:14]([O:6][CH2:5][CH2:4][CH2:3][N:2]([CH3:7])[CH3:1])=[N:15][CH:16]=1. (4) Given the reactants [NH2:1][CH:2]([CH2:12][C:13]1[CH:18]=[C:17]([CH3:19])[CH:16]=[C:15]([O:20][C:21]([F:26])([F:25])[CH:22]([F:24])[F:23])[CH:14]=1)[CH:3]([C:5]1[CH:10]=[CH:9][C:8]([F:11])=[CH:7][CH:6]=1)[OH:4].[F:27][C:28]1[C:37]2[C:32](=[CH:33][CH:34]=[CH:35][CH:36]=2)[C:31]([C:38](O)=[O:39])=[CH:30][CH:29]=1.Cl.C(N=C=NCCCN(C)C)C.ON1C2C=CC=CC=2N=N1, predict the reaction product. The product is: [F:11][C:8]1[CH:9]=[CH:10][C:5]([CH:3]([OH:4])[CH:2]([NH:1][C:38]([C:31]2[C:32]3[C:37](=[CH:36][CH:35]=[CH:34][CH:33]=3)[C:28]([F:27])=[CH:29][CH:30]=2)=[O:39])[CH2:12][C:13]2[CH:18]=[C:17]([CH3:19])[CH:16]=[C:15]([O:20][C:21]([F:26])([F:25])[CH:22]([F:24])[F:23])[CH:14]=2)=[CH:6][CH:7]=1.